Dataset: Reaction yield outcomes from USPTO patents with 853,638 reactions. Task: Predict the reaction yield, written as a fraction of the theoretical maximum amount of product (1.0 means a 100% yield; for example, 0.34 means a 34% yield). (1) The reactants are CCCC[N+](CCCC)(CCCC)CCCC.[F-].[N:19]([CH2:22][C@@H:23]([C:32]1[CH:41]=[CH:40][C:39]([O:42][CH2:43][C:44]2[CH:49]=[CH:48][CH:47]=[CH:46][CH:45]=2)=[C:38]2[C:33]=1[CH:34]=[CH:35][C:36](=[O:50])[NH:37]2)[O:24][Si](C(C)(C)C)(C)C)=[N+:20]=[N-:21]. The catalyst is C1COCC1. The product is [N:19]([CH2:22][C@@H:23]([C:32]1[CH:41]=[CH:40][C:39]([O:42][CH2:43][C:44]2[CH:49]=[CH:48][CH:47]=[CH:46][CH:45]=2)=[C:38]2[C:33]=1[CH:34]=[CH:35][C:36](=[O:50])[NH:37]2)[OH:24])=[N+:20]=[N-:21]. The yield is 0.920. (2) The reactants are Br[C:2]1[CH:3]=[C:4]([C:14]([NH:16][CH2:17][C:18]2[C:19](=[O:28])[NH:20][C:21]([CH3:27])=[CH:22][C:23]=2[NH:24][CH2:25][CH3:26])=[O:15])[C:5]2[CH:6]=[CH:7][N:8]([CH:11]([CH3:13])[CH3:12])[C:9]=2[CH:10]=1.[CH3:29][N:30]1[CH2:35][CH2:34][N:33]([C:36]2[CH:41]=[CH:40][C:39](B3OC(C)(C)C(C)(C)O3)=[CH:38][N:37]=2)[CH2:32][CH2:31]1.C(=O)(O)[O-].[Na+].COCCOC. The catalyst is C1C=CC(P(C2C=CC=CC=2)[C-]2C=CC=C2)=CC=1.C1C=CC(P(C2C=CC=CC=2)[C-]2C=CC=C2)=CC=1.Cl[Pd]Cl.[Fe+2].C(Cl)Cl.O. The product is [CH2:25]([NH:24][C:23]1[CH:22]=[C:21]([CH3:27])[NH:20][C:19](=[O:28])[C:18]=1[CH2:17][NH:16][C:14]([C:4]1[C:5]2[CH:6]=[CH:7][N:8]([CH:11]([CH3:13])[CH3:12])[C:9]=2[CH:10]=[C:2]([C:39]2[CH:38]=[N:37][C:36]([N:33]3[CH2:32][CH2:31][N:30]([CH3:29])[CH2:35][CH2:34]3)=[CH:41][CH:40]=2)[CH:3]=1)=[O:15])[CH3:26]. The yield is 0.562. (3) The product is [S:1]1[C:5]2[CH:6]=[CH:7][C:8]([C:10]3[NH:11][CH:12]=[C:13]([C:15]4[N:21]([CH2:20][CH2:19][O:18][CH3:17])[CH:22]=[CH:24][N:30]=4)[N:14]=3)=[CH:9][C:4]=2[N:3]=[CH:2]1. The catalyst is CO. The reactants are [S:1]1[C:5]2[CH:6]=[CH:7][C:8]([C:10]3[NH:11][CH:12]=[C:13]([CH:15]=O)[N:14]=3)=[CH:9][C:4]=2[N:3]=[CH:2]1.[CH3:17][O:18][CH2:19][CH2:20][NH2:21].[CH:22]([CH:24]=O)=O.C([O-])(=O)C.[NH4+:30].C(=O)([O-])[O-]. The yield is 0.225. (4) The reactants are [CH2:1]([C:3]1([OH:29])[C:26]2[CH:25]=[C:24]3[N:10]([CH2:11][C:12]4[C:13]3=[N:14][C:15]3[CH:16]=[C:17]([F:23])[C:18]([F:22])=[CH:19][C:20]=3[CH:21]=4)[C:9](=[O:27])[C:8]=2[CH2:7][O:6][C:5](=[O:28])[CH2:4]1)[CH3:2].[C:30]([NH:37][CH2:38][C:39](O)=[O:40])([O:32][C:33]([CH3:36])([CH3:35])[CH3:34])=[O:31].C1(N=C=NC2CCCCC2)CCCCC1. The catalyst is CN(C)C1C=CN=CC=1.N1C=CC=CC=1. The product is [C:33]([O:32][C:30]([NH:37][CH2:38][C:39]([O:29][C:3]1([CH2:1][CH3:2])[C:26]2[CH:25]=[C:24]3[N:10]([CH2:11][C:12]4[C:13]3=[N:14][C:15]3[CH:16]=[C:17]([F:23])[C:18]([F:22])=[CH:19][C:20]=3[CH:21]=4)[C:9](=[O:27])[C:8]=2[CH2:7][O:6][C:5](=[O:28])[CH2:4]1)=[O:40])=[O:31])([CH3:36])([CH3:35])[CH3:34]. The yield is 0.140.